This data is from hERG Central: cardiac toxicity at 1µM, 10µM, and general inhibition. The task is: Predict hERG channel inhibition at various concentrations. The molecule is Br.O=C(CN1CCSC1=NCc1ccccc1)c1ccc(Cl)cc1. Results: hERG_inhib (hERG inhibition (general)): blocker.